Dataset: Forward reaction prediction with 1.9M reactions from USPTO patents (1976-2016). Task: Predict the product of the given reaction. (1) Given the reactants [C:1]1([CH3:19])[CH:6]=[C:5]([CH3:7])[CH:4]=[C:3]([CH3:8])[C:2]=1[C:9](=[O:18])[CH2:10][S:11][C:12]1[CH:17]=[CH:16][CH:15]=[CH:14][N:13]=1.C1C=C(Cl)C=C(C(OO)=[O:28])C=1, predict the reaction product. The product is: [C:1]1([CH3:19])[CH:6]=[C:5]([CH3:7])[CH:4]=[C:3]([CH3:8])[C:2]=1[C:9](=[O:18])[CH2:10][S:11]([C:12]1[CH:17]=[CH:16][CH:15]=[CH:14][N:13]=1)=[O:28]. (2) Given the reactants [CH3:1][O:2][C:3]1[CH:21]=[CH:20][C:6]([CH2:7][N:8]2[C:12]([C:13]([O:15][CH3:16])=[O:14])=[C:11]([N+:17]([O-])=O)[CH:10]=[N:9]2)=[CH:5][CH:4]=1.O, predict the reaction product. The product is: [NH2:17][C:11]1[CH:10]=[N:9][N:8]([CH2:7][C:6]2[CH:5]=[CH:4][C:3]([O:2][CH3:1])=[CH:21][CH:20]=2)[C:12]=1[C:13]([O:15][CH3:16])=[O:14]. (3) Given the reactants [CH3:1][C:2]1[NH:6][C:5]([C:7]([O:9][CH2:10][CH3:11])=[O:8])=[C:4]([CH3:12])[C:3]=1[C:13]([O:15][CH2:16][CH3:17])=[O:14].O.[O:19]=[N+]([O-])[O-].[O-][N+](=O)[O-].[O-][N+](=O)[O-].[O-][N+](=O)[O-].[O-][N+](=O)[O-].[O-][N+](=O)[O-].[Ce+4].[NH4+].[NH4+], predict the reaction product. The product is: [CH:1]([C:2]1[NH:6][C:5]([C:7]([O:9][CH2:10][CH3:11])=[O:8])=[C:4]([CH3:12])[C:3]=1[C:13]([O:15][CH2:16][CH3:17])=[O:14])=[O:19]. (4) Given the reactants ClC(Cl)(Cl)COC(=O)[NH:6][C:7]1[CH:12]=[CH:11][C:10]([S:13][C:14]2[CH:19]=[CH:18][C:17]([C:20](=[O:29])[NH:21][C:22]3[CH:27]=[CH:26][C:25]([CH3:28])=[CH:24][N:23]=3)=[CH:16][C:15]=2[NH:30][C:31]2[C:32]3[CH:40]=[CH:39][C:38]([CH:41]([CH3:43])[CH3:42])=[N:37][C:33]=3[N:34]=[CH:35][N:36]=2)=[CH:9][CH:8]=1.[OH-].[Na+].Cl, predict the reaction product. The product is: [NH2:6][C:7]1[CH:12]=[CH:11][C:10]([S:13][C:14]2[CH:19]=[CH:18][C:17]([C:20]([NH:21][C:22]3[CH:27]=[CH:26][C:25]([CH3:28])=[CH:24][N:23]=3)=[O:29])=[CH:16][C:15]=2[NH:30][C:31]2[C:32]3[CH:40]=[CH:39][C:38]([CH:41]([CH3:43])[CH3:42])=[N:37][C:33]=3[N:34]=[CH:35][N:36]=2)=[CH:9][CH:8]=1.